Dataset: Retrosynthesis with 50K atom-mapped reactions and 10 reaction types from USPTO. Task: Predict the reactants needed to synthesize the given product. Given the product CCCOc1ccc(NC(C)=O)cc1N, predict the reactants needed to synthesize it. The reactants are: CCCOc1ccc(NC(C)=O)cc1NC(C)=O.